This data is from Catalyst prediction with 721,799 reactions and 888 catalyst types from USPTO. The task is: Predict which catalyst facilitates the given reaction. (1) Reactant: CCOC(/N=N/C(OCC)=O)=O.[Cl:13][C:14]1[C:15]2[C:22]([I:23])=[CH:21][NH:20][C:16]=2[N:17]=[CH:18][N:19]=1.[C:24]([N:31]1[CH2:34][CH:33](O)[CH2:32]1)([O:26][C:27]([CH3:30])([CH3:29])[CH3:28])=[O:25].C1(P(C2C=CC=CC=2)C2C=CC=CC=2)C=CC=CC=1. Product: [Cl:13][C:14]1[C:15]2[C:22]([I:23])=[CH:21][N:20]([CH:33]3[CH2:32][N:31]([C:24]([O:26][C:27]([CH3:30])([CH3:29])[CH3:28])=[O:25])[CH2:34]3)[C:16]=2[N:17]=[CH:18][N:19]=1. The catalyst class is: 7. (2) Reactant: [Cl:1][CH2:2][CH2:3][O:4][C:5]1[C:6](=[O:19])[CH:7]=[C:8]([CH2:11][O:12]C2CCCCO2)[O:9][CH:10]=1.O.N. Product: [Cl:1][CH2:2][CH2:3][O:4][C:5]1[C:6](=[O:19])[CH:7]=[C:8]([CH2:11][OH:12])[O:9][CH:10]=1. The catalyst class is: 240. (3) Reactant: [CH3:1][C:2]1([S:15]([CH3:18])(=[O:17])=[O:16])[CH2:7][CH2:6][N:5](C(OC(C)(C)C)=O)[CH2:4][CH2:3]1.C(O)(C(F)(F)F)=O. Product: [CH3:1][C:2]1([S:15]([CH3:18])(=[O:17])=[O:16])[CH2:3][CH2:4][NH:5][CH2:6][CH2:7]1. The catalyst class is: 2.